From a dataset of Full USPTO retrosynthesis dataset with 1.9M reactions from patents (1976-2016). Predict the reactants needed to synthesize the given product. (1) Given the product [CH:54]1([NH:53][C:52](=[O:57])[C:50]2[CH:51]=[C:46]([C:27]3[CH:28]=[C:29]4[C:24](=[CH:25][CH:26]=3)[C:23](=[O:60])[N:22]([CH2:21][C:17]3([CH2:16][OH:15])[CH2:18][CH2:19][CH2:20]3)[CH:31]=[C:30]4[CH2:32][N:33]3[CH2:34][CH2:35][NH:36][CH2:37][CH2:38]3)[C:47]([CH3:59])=[C:48]([F:58])[CH:49]=2)[CH2:56][CH2:55]1, predict the reactants needed to synthesize it. The reactants are: FC(F)(F)C(O)=O.[Si]([O:15][CH2:16][C:17]1([CH2:21][N:22]2[CH:31]=[C:30]([CH2:32][N:33]3[CH2:38][CH2:37][N:36](C(OC(C)(C)C)=O)[CH2:35][CH2:34]3)[C:29]3[C:24](=[CH:25][CH:26]=[C:27]([C:46]4[CH:51]=[C:50]([C:52](=[O:57])[NH:53][CH:54]5[CH2:56][CH2:55]5)[CH:49]=[C:48]([F:58])[C:47]=4[CH3:59])[CH:28]=3)[C:23]2=[O:60])[CH2:20][CH2:19][CH2:18]1)(C(C)(C)C)(C)C. (2) Given the product [F:18][C:19]1[CH:20]=[C:21]([C:22]2[N:10]=[C:1]([OH:9])[C:2]3[C:3](=[CH:5][CH:6]=[CH:7][CH:8]=3)[N:4]=2)[CH:25]=[CH:26][C:27]=1[F:28], predict the reactants needed to synthesize it. The reactants are: [C:1]([NH2:10])(=[O:9])[C:2]1[C:3](=[CH:5][CH:6]=[CH:7][CH:8]=1)[NH2:4].C(N(CC)CC)C.[F:18][C:19]1[CH:20]=[C:21]([CH:25]=[CH:26][C:27]=1[F:28])[C:22](Cl)=O. (3) Given the product [CH2:23]([O:25][C:26]1[CH:31]=[C:30]([CH2:32][N:2]2[CH2:3][CH2:4][CH:5]([NH:8][C:9]3[O:10][C:11]4[CH:17]=[CH:16][C:15]([O:18][S:19]([CH3:22])(=[O:20])=[O:21])=[CH:14][C:12]=4[N:13]=3)[CH2:6][CH2:7]2)[CH:29]=[C:28]([O:34][CH2:35][CH3:36])[C:27]=1[C:37]1[CH:38]=[CH:39][C:40]([F:43])=[CH:41][CH:42]=1)[CH3:24], predict the reactants needed to synthesize it. The reactants are: Cl.[NH:2]1[CH2:7][CH2:6][CH:5]([NH:8][C:9]2[O:10][C:11]3[CH:17]=[CH:16][C:15]([O:18][S:19]([CH3:22])(=[O:21])=[O:20])=[CH:14][C:12]=3[N:13]=2)[CH2:4][CH2:3]1.[CH2:23]([O:25][C:26]1[CH:31]=[C:30]([CH:32]=O)[CH:29]=[C:28]([O:34][CH2:35][CH3:36])[C:27]=1[C:37]1[CH:42]=[CH:41][C:40]([F:43])=[CH:39][CH:38]=1)[CH3:24].C([BH3-])#N.[Na+].C(N(C(C)C)C(C)C)C. (4) Given the product [C:29]([O:33][C:34](=[O:35])[N:10]([C:4]1[CH:5]=[CH:6][C:7]([CH:8]=[O:9])=[C:2]([CH3:1])[N:3]=1)[CH2:11][C:12]1[CH:17]=[CH:16][C:15]([C:18]([F:19])([F:21])[F:20])=[CH:14][CH:13]=1)([CH3:32])([CH3:31])[CH3:30], predict the reactants needed to synthesize it. The reactants are: [CH3:1][C:2]1[C:7]([CH:8]=[O:9])=[CH:6][CH:5]=[C:4]([NH:10][CH2:11][C:12]2[CH:17]=[CH:16][C:15]([C:18]([F:21])([F:20])[F:19])=[CH:14][CH:13]=2)[N:3]=1.C(N(CC)CC)C.[C:29]([O:33][C:34](O[C:34]([O:33][C:29]([CH3:32])([CH3:31])[CH3:30])=[O:35])=[O:35])([CH3:32])([CH3:31])[CH3:30]. (5) The reactants are: [Cl:1][C:2]1[N:7]=[C:6](Cl)[CH:5]=[C:4]([C:9]([O:11][CH3:12])=[O:10])[N:3]=1.[NH:13]1[C:21]2[C:16](=[CH:17][CH:18]=[CH:19][CH:20]=2)[CH2:15][CH2:14]1.[H-].[Na+]. Given the product [Cl:1][C:2]1[N:3]=[C:4]([C:9]([O:11][CH3:12])=[O:10])[CH:5]=[C:6]([N:13]2[C:21]3[C:16](=[CH:17][CH:18]=[CH:19][CH:20]=3)[CH2:15][CH2:14]2)[N:7]=1, predict the reactants needed to synthesize it. (6) Given the product [F:21][CH:22]([F:39])[O:23][C:24]1[CH:29]=[CH:28][C:27]([C:2]2[CH:3]=[N:4][C:5]([NH:8][C:9]3[CH:14]=[CH:13][C:12]([CH:15]([CH2:19][OH:20])[C:16]([OH:18])=[O:17])=[CH:11][CH:10]=3)=[N:6][CH:7]=2)=[CH:26][CH:25]=1, predict the reactants needed to synthesize it. The reactants are: Br[C:2]1[CH:3]=[N:4][C:5]([NH:8][C:9]2[CH:14]=[CH:13][C:12]([CH:15]([CH2:19][OH:20])[C:16]([OH:18])=[O:17])=[CH:11][CH:10]=2)=[N:6][CH:7]=1.[F:21][CH:22]([F:39])[O:23][C:24]1[CH:29]=[CH:28][C:27](B2OC(C)(C)C(C)(C)O2)=[CH:26][CH:25]=1.C([O-])([O-])=O.[Na+].[Na+].